Dataset: Reaction yield outcomes from USPTO patents with 853,638 reactions. Task: Predict the reaction yield, written as a fraction of the theoretical maximum amount of product (1.0 means a 100% yield; for example, 0.34 means a 34% yield). (1) The product is [ClH:36].[F:1][C:2]1[CH:3]=[CH:4][C:5]([C:32]([F:35])([F:33])[F:34])=[C:6]([CH:8]2[CH2:13][CH2:12][N:11]([C:14]([C:16]3[C:24]4[CH2:23][CH2:22][NH:21][CH2:20][C:19]=4[NH:18][N:17]=3)=[O:15])[CH2:10][CH2:9]2)[CH:7]=1. The reactants are [F:1][C:2]1[CH:3]=[CH:4][C:5]([C:32]([F:35])([F:34])[F:33])=[C:6]([CH:8]2[CH2:13][CH2:12][N:11]([C:14]([C:16]3[C:24]4[CH2:23][CH2:22][N:21](C(OC(C)(C)C)=O)[CH2:20][C:19]=4[NH:18][N:17]=3)=[O:15])[CH2:10][CH2:9]2)[CH:7]=1.[ClH:36]. The catalyst is C(Cl)Cl.CCOCC. The yield is 0.710. (2) The reactants are [CH2:1](O)[CH2:2][CH2:3][CH3:4].[NH2:6][CH:7]([C:12]1[CH:17]=[CH:16][CH:15]=[C:14]([F:18])[CH:13]=1)[CH2:8][C:9]([OH:11])=[O:10].S(=O)(=O)(O)O.[OH-].[Na+]. The catalyst is O. The product is [NH2:6][CH:7]([C:12]1[CH:17]=[CH:16][CH:15]=[C:14]([F:18])[CH:13]=1)[CH2:8][C:9]([O:11][CH2:1][CH2:2][CH2:3][CH3:4])=[O:10]. The yield is 0.900. (3) The reactants are [H-].[Na+].[N:3]1[CH:8]=[CH:7][C:6]([C:9]2[N:13]3[CH2:14][CH2:15][CH2:16][NH:17][C:12]3=[N:11][N:10]=2)=[CH:5][CH:4]=1.[Cl:18][C:19]1[CH:20]=[C:21]([C:25]2[O:29][N:28]=[C:27]([CH2:30]Cl)[N:26]=2)[CH:22]=[CH:23][CH:24]=1. The catalyst is CN(C=O)C. The product is [Cl:18][C:19]1[CH:20]=[C:21]([C:25]2[O:29][N:28]=[C:27]([CH2:30][N:17]3[CH2:16][CH2:15][CH2:14][N:13]4[C:9]([C:6]5[CH:7]=[CH:8][N:3]=[CH:4][CH:5]=5)=[N:10][N:11]=[C:12]34)[N:26]=2)[CH:22]=[CH:23][CH:24]=1. The yield is 0.320. (4) The reactants are [Br-].[CH2:2]([O:4][C:5]([CH2:7][N:8]1[CH:12]=[CH:11][N+:10]([C:13]2[C:18]([CH3:19])=[CH:17][C:16]([CH3:20])=[CH:15][C:14]=2[CH3:21])=[C:9]1[NH2:22])=[O:6])[CH3:3].[C:23]([O-])(=O)[CH3:24].[Na+].C(OC(=O)C)(=O)C.C(=O)(O)[O-].[Na+]. No catalyst specified. The product is [CH2:2]([O:4][C:5]([C:7]1[N:8]2[CH2:12][CH2:11][N:10]([C:13]3[C:14]([CH3:21])=[CH:15][C:16]([CH3:20])=[CH:17][C:18]=3[CH3:19])[C:9]2=[N:22][C:23]=1[CH3:24])=[O:6])[CH3:3]. The yield is 0.410. (5) The reactants are [OH-].[Na+].O.NN.[Br:6][C:7]1[CH:8]=[CH:9][C:10]([Cl:16])=[C:11]([C:13](=O)[CH3:14])[CH:12]=1. The catalyst is C(O)COCCOCCO. The product is [Br:6][C:7]1[CH:8]=[CH:9][C:10]([Cl:16])=[C:11]([CH2:13][CH3:14])[CH:12]=1. The yield is 0.620. (6) The reactants are [C:1]([O:5][C:6]([NH:8][C:9]1[CH:10]=[CH:11][C:12]([OH:18])=[C:13]([CH:17]=1)[C:14]([OH:16])=[O:15])=[O:7])([CH3:4])([CH3:3])[CH3:2].[C:19](Cl)(=[O:21])[CH3:20].C(=O)([O-])[O-].[K+].[K+]. The catalyst is CN(C=O)C. The product is [C:19]([O:18][C:12]1[CH:11]=[CH:10][C:9]([NH:8][C:6]([O:5][C:1]([CH3:4])([CH3:2])[CH3:3])=[O:7])=[CH:17][C:13]=1[C:14]([OH:16])=[O:15])(=[O:21])[CH3:20]. The yield is 0.520. (7) The reactants are [CH2:1]([N:7]1[C:15]2[C:10](=[CH:11][CH:12]=[CH:13][CH:14]=2)[C:9]([CH2:26][C:27]([O-:29])=[O:28])([C:16]2[C:24](O)=[CH:23][C:19]3[O:20][CH2:21][O:22][C:18]=3[CH:17]=2)[C:8]1=[O:30])[CH2:2][CH2:3][CH2:4][CH2:5][CH3:6].[OH-].[Li+]. The catalyst is C1COCC1.O. The product is [CH2:1]([N:7]1[C:15]2[C:10](=[CH:11][CH:12]=[CH:13][CH:14]=2)[C:9]2([C:16]3[CH:17]=[C:18]4[O:22][CH2:21][O:20][C:19]4=[CH:23][C:24]=3[O:29][C:27](=[O:28])[CH2:26]2)[C:8]1=[O:30])[CH2:2][CH2:3][CH2:4][CH2:5][CH3:6]. The yield is 0.530.